Predict the product of the given reaction. From a dataset of Forward reaction prediction with 1.9M reactions from USPTO patents (1976-2016). (1) Given the reactants [Li+].[CH3:2][CH2:3][CH2:4][CH2-:5].C(NC(C)C)(C)C.[Li+].CC([N-]C(C)C)C.O=C1CC[CH:25]([C:28]([O:30][CH2:31][CH3:32])=[O:29])[CH2:24][CH2:23]1, predict the reaction product. The product is: [CH2:2]=[C:3]1[CH2:23][CH2:24][CH:25]([C:28]([O:30][CH2:31][CH3:32])=[O:29])[CH2:5][CH2:4]1. (2) Given the reactants [F:1][CH:2]([F:10])[C:3]1[NH:8][CH:7]=[N:6][C:5](=O)[CH:4]=1.C(N(CC)CC)C.P(Cl)(Cl)([Cl:20])=O, predict the reaction product. The product is: [Cl:20][C:5]1[CH:4]=[C:3]([CH:2]([F:10])[F:1])[N:8]=[CH:7][N:6]=1. (3) The product is: [CH2:11]([C:9]1[S:8][C:4]2[N:5]=[CH:6][N:7]=[C:2]([NH:15][CH:16]3[CH2:17][CH2:18][N:19]([C:22]([O:24][C:25]([CH3:28])([CH3:27])[CH3:26])=[O:23])[CH2:20][CH2:21]3)[C:3]=2[CH:10]=1)[CH:12]([CH3:14])[CH3:13]. Given the reactants Cl[C:2]1[C:3]2[CH:10]=[C:9]([CH2:11][CH:12]([CH3:14])[CH3:13])[S:8][C:4]=2[N:5]=[CH:6][N:7]=1.[NH2:15][CH:16]1[CH2:21][CH2:20][N:19]([C:22]([O:24][C:25]([CH3:28])([CH3:27])[CH3:26])=[O:23])[CH2:18][CH2:17]1, predict the reaction product.